Dataset: Reaction yield outcomes from USPTO patents with 853,638 reactions. Task: Predict the reaction yield, written as a fraction of the theoretical maximum amount of product (1.0 means a 100% yield; for example, 0.34 means a 34% yield). (1) The reactants are [F:1][C:2]1[CH:3]=[CH:4][C:5]([CH3:20])=[C:6]([C:8]([CH3:19])([CH3:18])[CH2:9][C:10](N2CCOCC2)=[O:11])[CH:7]=1.[CH:21]([Li])([CH3:23])[CH3:22]. The catalyst is C1COCC1. The product is [F:1][C:2]1[CH:3]=[CH:4][C:5]([CH3:20])=[C:6]([C:8]([CH3:18])([CH3:19])[CH2:9][C:10](=[O:11])[CH:21]([CH3:23])[CH3:22])[CH:7]=1. The yield is 0.480. (2) The reactants are [OH:1][C:2]1[CH:11]=[CH:10][C:5]([C:6]([O:8][CH3:9])=[O:7])=[C:4]([O:12][CH3:13])[CH:3]=1.Br[CH2:15][C:16]#[N:17].C(=O)([O-])[O-].[K+].[K+]. The catalyst is CN(C)C=O.C(OCC)(=O)C.O. The product is [C:16]([CH2:15][O:1][C:2]1[CH:11]=[CH:10][C:5]([C:6]([O:8][CH3:9])=[O:7])=[C:4]([O:12][CH3:13])[CH:3]=1)#[N:17]. The yield is 0.990. (3) The reactants are [CH:1]1[C:14]2[C:5](=[CH:6][C:7]3[C:12]([C:13]=2[CH2:15][O:16][C:17](=[O:25])[NH:18][CH2:19][CH2:20][O:21][CH2:22][CH2:23][OH:24])=[CH:11][CH:10]=[CH:9][CH:8]=3)[CH:4]=[CH:3][CH:2]=1.[H-].[Na+].C1COCC1.[Cl:33][CH2:34][CH2:35][CH2:36][CH2:37][CH2:38][CH2:39]I. The catalyst is CCCCCCC.C(OCC)(=O)C. The product is [CH:11]1[C:12]2[C:7](=[CH:6][C:5]3[C:14]([C:13]=2[CH2:15][O:16][C:17](=[O:25])[NH:18][CH2:19][CH2:20][O:21][CH2:22][CH2:23][O:24][CH2:39][CH2:38][CH2:37][CH2:36][CH2:35][CH2:34][Cl:33])=[CH:1][CH:2]=[CH:3][CH:4]=3)[CH:8]=[CH:9][CH:10]=1. The yield is 0.410. (4) The reactants are F[C:2]1[C:7](F)=[C:6](I)C=C[C:3]=1[C:10]1C=[CH:14][C:13](C2C=CC(CCC)=CC=2)=[CH:12][C:11]=1F.OCC(C)(CO)C.CC(C)=O. The catalyst is CC(O)C.CC([O-])=O.CC([O-])=O.[Pd+2]. The product is [CH3:6][CH2:7][CH2:2][CH2:3][CH2:10][CH2:11][CH2:12][CH2:13][CH3:14]. The yield is 0.600. (5) The product is [CH2:1]([O:3][C:4](=[O:19])[NH:5][C:6]1[C:7]([N+:16]([O-:18])=[O:17])=[C:8]2[C:12](=[CH:13][CH:14]=1)[CH:11]([NH:25][C:24]1[CH:26]=[CH:27][C:21]([F:20])=[CH:22][CH:23]=1)[CH2:10][CH2:9]2)[CH3:2]. The yield is 0.830. The reactants are [CH2:1]([O:3][C:4](=[O:19])[NH:5][C:6]1[C:7]([N+:16]([O-:18])=[O:17])=[C:8]2[C:12](=[CH:13][CH:14]=1)[C:11](=O)[CH2:10][CH2:9]2)[CH3:2].[F:20][C:21]1[CH:27]=[CH:26][C:24]([NH2:25])=[CH:23][CH:22]=1.[B][B][B][B][B][B][B][B][B][B]. The catalyst is CO. (6) The reactants are [CH:1]1([CH2:4][O:5][C:6]2[CH:11]=[C:10]([F:12])[CH:9]=[CH:8][C:7]=2[C:13]2[N:17]([CH3:18])[CH:16]=[N:15][C:14]=2[C:19]2[CH:24]=[C:23]([CH:25]=O)[CH:22]=[CH:21][N:20]=2)[CH2:3][CH2:2]1.[C:27]([O-])([O-])=O.[K+].[K+].COP(C(=[N+]=[N-])C(=O)C)(=O)OC. The catalyst is CO. The product is [CH:1]1([CH2:4][O:5][C:6]2[CH:11]=[C:10]([F:12])[CH:9]=[CH:8][C:7]=2[C:13]2[N:17]([CH3:18])[CH:16]=[N:15][C:14]=2[C:19]2[CH:24]=[C:23]([C:25]#[CH:27])[CH:22]=[CH:21][N:20]=2)[CH2:2][CH2:3]1. The yield is 0.750. (7) The reactants are [NH2:1][C:2]1[CH:7]=[C:6]([OH:8])[CH:5]=[CH:4][N:3]=1.C1CCN2C(=NCCC2)CC1.F[C:21]1[C:30]2[C:25](=[CH:26][CH:27]=[CH:28][CH:29]=2)[C:24]([N+:31]([O-:33])=[O:32])=[CH:23][CH:22]=1. The catalyst is C(#N)C. The product is [N+:31]([C:24]1[C:25]2[C:30](=[CH:29][CH:28]=[CH:27][CH:26]=2)[C:21]([O:8][C:6]2[CH:5]=[CH:4][N:3]=[C:2]([NH2:1])[CH:7]=2)=[CH:22][CH:23]=1)([O-:33])=[O:32]. The yield is 0.700.